This data is from NCI-60 drug combinations with 297,098 pairs across 59 cell lines. The task is: Regression. Given two drug SMILES strings and cell line genomic features, predict the synergy score measuring deviation from expected non-interaction effect. (1) Drug 1: CNC(=O)C1=NC=CC(=C1)OC2=CC=C(C=C2)NC(=O)NC3=CC(=C(C=C3)Cl)C(F)(F)F. Drug 2: CC1C(C(CC(O1)OC2CC(CC3=C2C(=C4C(=C3O)C(=O)C5=C(C4=O)C(=CC=C5)OC)O)(C(=O)CO)O)N)O.Cl. Cell line: LOX IMVI. Synergy scores: CSS=49.6, Synergy_ZIP=2.76, Synergy_Bliss=3.11, Synergy_Loewe=-16.6, Synergy_HSA=3.18. (2) Drug 1: C1CC(C1)(C(=O)O)C(=O)O.[NH2-].[NH2-].[Pt+2]. Synergy scores: CSS=10.0, Synergy_ZIP=-1.48, Synergy_Bliss=2.38, Synergy_Loewe=1.50, Synergy_HSA=1.52. Drug 2: CCC1(CC2CC(C3=C(CCN(C2)C1)C4=CC=CC=C4N3)(C5=C(C=C6C(=C5)C78CCN9C7C(C=CC9)(C(C(C8N6C)(C(=O)OC)O)OC(=O)C)CC)OC)C(=O)OC)O.OS(=O)(=O)O. Cell line: MCF7. (3) Drug 1: C1=CC(=CC=C1CCCC(=O)O)N(CCCl)CCCl. Drug 2: CC(C1=C(C=CC(=C1Cl)F)Cl)OC2=C(N=CC(=C2)C3=CN(N=C3)C4CCNCC4)N. Cell line: RXF 393. Synergy scores: CSS=9.27, Synergy_ZIP=-5.01, Synergy_Bliss=-7.26, Synergy_Loewe=-6.84, Synergy_HSA=-6.45. (4) Drug 2: C1=CC=C(C=C1)NC(=O)CCCCCCC(=O)NO. Synergy scores: CSS=12.0, Synergy_ZIP=-3.91, Synergy_Bliss=-0.666, Synergy_Loewe=-6.90, Synergy_HSA=-0.974. Drug 1: CC1=C(C(CCC1)(C)C)C=CC(=CC=CC(=CC(=O)O)C)C. Cell line: SK-OV-3. (5) Drug 1: CNC(=O)C1=NC=CC(=C1)OC2=CC=C(C=C2)NC(=O)NC3=CC(=C(C=C3)Cl)C(F)(F)F. Drug 2: COC1=C2C(=CC3=C1OC=C3)C=CC(=O)O2. Cell line: HS 578T. Synergy scores: CSS=8.72, Synergy_ZIP=1.35, Synergy_Bliss=-5.76, Synergy_Loewe=3.82, Synergy_HSA=-0.252. (6) Drug 1: COC1=NC(=NC2=C1N=CN2C3C(C(C(O3)CO)O)O)N. Drug 2: COCCOC1=C(C=C2C(=C1)C(=NC=N2)NC3=CC=CC(=C3)C#C)OCCOC.Cl. Cell line: NCI/ADR-RES. Synergy scores: CSS=0.170, Synergy_ZIP=-1.79, Synergy_Bliss=-0.705, Synergy_Loewe=-3.00, Synergy_HSA=-1.86.